This data is from Retrosynthesis with 50K atom-mapped reactions and 10 reaction types from USPTO. The task is: Predict the reactants needed to synthesize the given product. (1) Given the product CC(C)(C)C(=O)c1c[nH]c2ncc(-c3cccc(NS(=O)(=O)c4ccccc4)c3)nc12, predict the reactants needed to synthesize it. The reactants are: CC(C)(C)C(=O)c1c[nH]c2ncc(-c3cccc(N)c3)nc12.O=S(=O)(Cl)c1ccccc1. (2) Given the product CN(C)C1CN(c2nc(Cl)nc(NNC(=O)[C@H](CC3CCCC3)CN(O)C=O)c2F)CC1(C)C, predict the reactants needed to synthesize it. The reactants are: CN(C)C1CN(c2nc(Cl)nc(NNC(=O)[C@H](CC3CCCC3)CN(C=O)OC3CCCCO3)c2F)CC1(C)C. (3) Given the product CC(C)(C)OC(=O)N[C@@H]1CN(c2ccncc2NC(=O)c2nc(-c3c(F)cccc3F)ccc2N)CC[C@H]1O[Si](C)(C)C(C)(C)C, predict the reactants needed to synthesize it. The reactants are: CC(C)(C)OC(=O)N[C@@H]1CN(c2ccncc2N)CC[C@H]1O[Si](C)(C)C(C)(C)C.Nc1ccc(-c2c(F)cccc2F)nc1C(=O)O. (4) Given the product CC(C)[C@H](NC(=O)[C@H](C)N(C)C(=O)OC(C)(C)C)C(=O)N1CCN(C(=O)N(C)c2ccccc2)C[C@H]1C(=O)N[C@@H]1CCCc2ccccc21, predict the reactants needed to synthesize it. The reactants are: CC(C)[C@H](NC(=O)[C@H](C)N(C)C(=O)OC(C)(C)C)C(=O)N1CCNC[C@H]1C(=O)N[C@@H]1CCCc2ccccc21.CN(C(=O)Cl)c1ccccc1. (5) Given the product Clc1ccc(CN[C@H]2CCNC2)c(Cl)c1, predict the reactants needed to synthesize it. The reactants are: CC(C)(C)OC(=O)N1CC[C@H](NCc2ccc(Cl)cc2Cl)C1. (6) Given the product Cc1c(NC(=O)OCc2ccccc2)cccc1C(CN)c1c[nH]c2cc(Br)ccc12, predict the reactants needed to synthesize it. The reactants are: Cc1c(NC(=O)OCc2ccccc2)cccc1C(C[N+](=O)[O-])c1c[nH]c2cc(Br)ccc12. (7) The reactants are: Cc1c(C)c2c(c(C)c1O)CCC(C)(C(=O)O)O2.NCCOCCO. Given the product Cc1c(C)c2c(c(C)c1O)CCC(C)(C(=O)NCCOCCO)O2, predict the reactants needed to synthesize it.